The task is: Predict which catalyst facilitates the given reaction.. This data is from Catalyst prediction with 721,799 reactions and 888 catalyst types from USPTO. Reactant: C(NC(C)C)(C)C.[Li]CCCC.[Cl:13][C:14]1[CH:19]=[CH:18][C:17]([C:20]2[S:21][CH:22]=[CH:23][N:24]=2)=[CH:16][CH:15]=1.[N:25]1[CH:30]=[CH:29][C:28]([C:31](=[O:33])[CH3:32])=[CH:27][CH:26]=1. Product: [Cl:13][C:14]1[CH:15]=[CH:16][C:17]([C:20]2[S:21][C:22]([C:31]([C:28]3[CH:29]=[CH:30][N:25]=[CH:26][CH:27]=3)([OH:33])[CH3:32])=[CH:23][N:24]=2)=[CH:18][CH:19]=1. The catalyst class is: 1.